This data is from Catalyst prediction with 721,799 reactions and 888 catalyst types from USPTO. The task is: Predict which catalyst facilitates the given reaction. Reactant: [CH2:1]([C:3]1[CH:4]=[C:5]2[C:9](=[CH:10][CH:11]=1)[NH:8][CH:7]=[CH:6]2)[CH3:2].Cl.[CH3:13][NH:14][CH3:15].[CH2:16]=O. Product: [CH2:1]([C:3]1[CH:4]=[C:5]2[C:9](=[CH:10][CH:11]=1)[NH:8][CH:7]=[C:6]2[CH2:13][N:14]([CH3:16])[CH3:15])[CH3:2]. The catalyst class is: 32.